Task: Regression. Given two drug SMILES strings and cell line genomic features, predict the synergy score measuring deviation from expected non-interaction effect.. Dataset: NCI-60 drug combinations with 297,098 pairs across 59 cell lines (1) Drug 1: C1CCN(CC1)CCOC2=CC=C(C=C2)C(=O)C3=C(SC4=C3C=CC(=C4)O)C5=CC=C(C=C5)O. Drug 2: CCCS(=O)(=O)NC1=C(C(=C(C=C1)F)C(=O)C2=CNC3=C2C=C(C=N3)C4=CC=C(C=C4)Cl)F. Cell line: K-562. Synergy scores: CSS=22.8, Synergy_ZIP=-0.995, Synergy_Bliss=-4.31, Synergy_Loewe=-14.5, Synergy_HSA=-6.35. (2) Drug 1: C1C(C(OC1N2C=C(C(=O)NC2=O)F)CO)O. Drug 2: C1=CN(C=N1)CC(O)(P(=O)(O)O)P(=O)(O)O. Cell line: OVCAR-8. Synergy scores: CSS=24.7, Synergy_ZIP=-7.02, Synergy_Bliss=-2.19, Synergy_Loewe=-13.4, Synergy_HSA=-1.46. (3) Drug 1: CC12CCC(CC1=CCC3C2CCC4(C3CC=C4C5=CN=CC=C5)C)O. Drug 2: CC(C)CN1C=NC2=C1C3=CC=CC=C3N=C2N. Cell line: SR. Synergy scores: CSS=24.4, Synergy_ZIP=-5.48, Synergy_Bliss=-3.24, Synergy_Loewe=-2.62, Synergy_HSA=-3.27.